From a dataset of Reaction yield outcomes from USPTO patents with 853,638 reactions. Predict the reaction yield, written as a fraction of the theoretical maximum amount of product (1.0 means a 100% yield; for example, 0.34 means a 34% yield). (1) The reactants are [F:1][C:2]1[CH:7]=[CH:6][C:5]([F:8])=[CH:4][C:3]=1[CH:9]([S:22]([C:25]1[CH:30]=[CH:29][C:28]([F:31])=[CH:27][CH:26]=1)(=[O:24])=[O:23])[C:10]1[C:11]([CH3:21])=[CH:12][C:13]([C:16]([NH:18][CH2:19][OH:20])=[O:17])=[N:14][CH:15]=1.[C:32](OC(=O)C)(=[O:34])[CH3:33]. The catalyst is N1C=CC=CC=1. The product is [C:32]([O:20][CH2:19][NH:18][C:16]([C:13]1[CH:12]=[C:11]([CH3:21])[C:10]([CH:9]([C:3]2[CH:4]=[C:5]([F:8])[CH:6]=[CH:7][C:2]=2[F:1])[S:22]([C:25]2[CH:26]=[CH:27][C:28]([F:31])=[CH:29][CH:30]=2)(=[O:24])=[O:23])=[CH:15][N:14]=1)=[O:17])(=[O:34])[CH3:33]. The yield is 0.390. (2) The reactants are [CH2:1]([O:3][C:4]([C:6]1[NH:7][CH:8]=[CH:9][N:10]=1)=[O:5])[CH3:2].C([O-])([O-])=O.[K+].[K+].[CH3:17][Si:18]([CH2:21][CH2:22][O:23][CH2:24]Cl)([CH3:20])[CH3:19].CC(C)=O. The catalyst is CCOC(C)=O. The product is [CH2:1]([O:3][C:4]([C:6]1[N:7]([CH2:24][O:23][CH2:22][CH2:21][Si:18]([CH3:20])([CH3:19])[CH3:17])[CH:8]=[CH:9][N:10]=1)=[O:5])[CH3:2]. The yield is 0.760. (3) The reactants are C([C:4]1[CH:5]=[C:6]([NH:11][C:12]([C:14]2[CH:19]=[CH:18][C:17]([Cl:20])=[CH:16][N:15]=2)=[O:13])[CH:7]=[CH:8][C:9]=1[F:10])(=O)C.[CH:21]([Mg]Cl)=[CH2:22].C([O:27][CH2:28][CH3:29])C. The catalyst is C1COCC1.CCCCC.C(OCC)C.CCCCC. The product is [F:10][C:9]1[CH:8]=[CH:7][C:6]([NH:11][C:12]([C:14]2[CH:19]=[CH:18][C:17]([Cl:20])=[CH:16][N:15]=2)=[O:13])=[CH:5][C:4]=1[C:28]([OH:27])([CH3:29])[CH:21]=[CH2:22]. The yield is 0.770. (4) The reactants are [CH:1]([N:4]1[C:8]([C:9]2[N:18]=[C:17]3[N:11]([CH2:12][CH2:13][O:14][C:15]4[CH:22]=[C:21]([C:23]5[N:24]=[C:25]([CH2:34][C:35]([CH3:38])([OH:37])[CH3:36])[N:26](C6CCCCO6)[CH:27]=5)[CH:20]=[CH:19][C:16]=43)[CH:10]=2)=[N:7][CH:6]=[N:5]1)([CH3:3])[CH3:2].Cl.CO. The catalyst is CCO. The product is [CH:1]([N:4]1[C:8]([C:9]2[N:18]=[C:17]3[C:16]4[CH:19]=[CH:20][C:21]([C:23]5[NH:24][C:25]([CH2:34][C:35]([CH3:38])([OH:37])[CH3:36])=[N:26][CH:27]=5)=[CH:22][C:15]=4[O:14][CH2:13][CH2:12][N:11]3[CH:10]=2)=[N:7][CH:6]=[N:5]1)([CH3:3])[CH3:2]. The yield is 0.120. (5) The reactants are [Cl:1][C:2]1[CH:10]=[CH:9][CH:8]=[CH:7][C:3]=1[C:4]([NH2:6])=[O:5].[C:11](Cl)(=[O:15])C(Cl)=O.[NH2:17][C:18]1[S:19][C:20]2[CH:26]=[C:25]([S:27]([CH:30]3[CH2:34][CH2:33][N:32](C(OC(C)(C)C)=O)[CH2:31]3)(=[O:29])=[O:28])[CH:24]=[CH:23][C:21]=2[N:22]=1.CO. The catalyst is C1COCC1.Cl.CC#N. The product is [Cl:1][C:2]1[CH:10]=[CH:9][CH:8]=[CH:7][C:3]=1[C:4]([NH:6][C:11](=[O:15])[NH:17][C:18]1[S:19][C:20]2[CH:26]=[C:25]([S:27]([CH:30]3[CH2:34][CH2:33][NH:32][CH2:31]3)(=[O:29])=[O:28])[CH:24]=[CH:23][C:21]=2[N:22]=1)=[O:5]. The yield is 0.430. (6) The reactants are [F:1][C:2]([F:24])([F:23])[S:3]([NH:6][C:7]1[CH:8]=[C:9]([C:13]2[O:17][C:16]([C:18](OCC)=[O:19])=[N:15][N:14]=2)[CH:10]=[CH:11][CH:12]=1)(=[O:5])=[O:4].[O:25]([C:32]1[CH:39]=[CH:38][C:35]([CH2:36][NH2:37])=[CH:34][CH:33]=1)[C:26]1[CH:31]=[CH:30][CH:29]=[CH:28][CH:27]=1. The catalyst is C(O)C. The product is [O:25]([C:32]1[CH:33]=[CH:34][C:35]([CH2:36][NH:37][C:18]([C:16]2[O:17][C:13]([C:9]3[CH:10]=[CH:11][CH:12]=[C:7]([NH:6][S:3]([C:2]([F:23])([F:24])[F:1])(=[O:5])=[O:4])[CH:8]=3)=[N:14][N:15]=2)=[O:19])=[CH:38][CH:39]=1)[C:26]1[CH:27]=[CH:28][CH:29]=[CH:30][CH:31]=1. The yield is 0.960.